From a dataset of Full USPTO retrosynthesis dataset with 1.9M reactions from patents (1976-2016). Predict the reactants needed to synthesize the given product. (1) Given the product [OH:20][C:17]([CH:15]1[CH2:16][CH:13]([CH:12]=[O:11])[CH2:14]1)([CH3:19])[CH3:18], predict the reactants needed to synthesize it. The reactants are: C(Cl)(=O)C(Cl)=O.CS(C)=O.[OH:11][CH2:12][CH:13]1[CH2:16][CH:15]([C:17]([OH:20])([CH3:19])[CH3:18])[CH2:14]1.CCN(CC)CC.[NH4+].[Cl-]. (2) Given the product [CH3:37][N:35]([CH3:31])[CH:36]=[C:21]([C:22]([O:24][CH3:25])=[O:23])[O:20][C:16]1[CH:17]=[CH:18][CH:19]=[C:7]([O:6][C:5]([C:3]([O:2][CH3:1])=[O:4])=[CH:31][N:35]([CH3:37])[CH3:36])[C:8]=1[C:9]([O:11][C:12]([CH3:15])([CH3:14])[CH3:13])=[O:10], predict the reactants needed to synthesize it. The reactants are: [CH3:1][O:2][C:3]([CH2:5][O:6][C:7]1[CH:19]=[CH:18][CH:17]=[C:16]([O:20][CH2:21][C:22]([O:24][CH3:25])=[O:23])[C:8]=1[C:9]([O:11][C:12]([CH3:15])([CH3:14])[CH3:13])=[O:10])=[O:4].C(O[CH:31]([N:35]([CH3:37])[CH3:36])N(C)C)(C)(C)C. (3) Given the product [CH2:6]([O:5][C:1]([NH:2]/[N:3]=[CH:17]/[C:18]([CH3:21])([CH3:20])[CH3:19])=[O:4])[C:7]1[CH:12]=[CH:11][CH:10]=[CH:9][CH:8]=1, predict the reactants needed to synthesize it. The reactants are: [C:1]([O:5][CH2:6][C:7]1[CH:12]=[CH:11][CH:10]=[CH:9][CH:8]=1)(=[O:4])[NH:2][NH2:3].C(O)(=O)C.[CH3:17][C:18]([CH:21]=O)([CH3:20])[CH3:19]. (4) Given the product [F:23][C:24]([F:35])([F:34])[C:25]([NH:1][CH2:2][CH2:3][C:4]1[CH:13]=[CH:12][C:7]([C:8]([O:10][CH3:11])=[O:9])=[CH:6][CH:5]=1)=[O:26], predict the reactants needed to synthesize it. The reactants are: [NH2:1][CH2:2][CH2:3][C:4]1[CH:13]=[CH:12][C:7]([C:8]([O:10][CH3:11])=[O:9])=[CH:6][CH:5]=1.C(N(C(C)C)CC)(C)C.[F:23][C:24]([F:35])([F:34])[C:25](O[C:25](=[O:26])[C:24]([F:35])([F:34])[F:23])=[O:26]. (5) The reactants are: Br[C:2]1[NH:22][C:5]2=[N:6][CH:7]=[C:8]([CH2:10][CH2:11][C:12]3[CH:17]=[C:16]([O:18][CH3:19])[CH:15]=[C:14]([O:20][CH3:21])[CH:13]=3)[N:9]=[C:4]2[CH:3]=1.[CH3:23][N:24]([CH3:37])[C:25]([C:27]1[CH:28]=[C:29](B(O)O)[CH:30]=[CH:31][C:32]=1[F:33])=[O:26]. Given the product [CH3:21][O:20][C:14]1[CH:13]=[C:12]([CH:17]=[C:16]([O:18][CH3:19])[CH:15]=1)[CH2:11][CH2:10][C:8]1[N:9]=[C:4]2[CH:3]=[C:2]([C:29]3[CH:30]=[CH:31][C:32]([F:33])=[C:27]([CH:28]=3)[C:25]([N:24]([CH3:37])[CH3:23])=[O:26])[NH:22][C:5]2=[N:6][CH:7]=1, predict the reactants needed to synthesize it. (6) Given the product [C:21]1([CH3:31])[CH:22]=[CH:23][C:24]([S:27]([OH:30])(=[O:28])=[O:29])=[CH:25][CH:26]=1.[C:1]([O:5][C:6](=[O:19])[CH2:7][C@@:8]1([CH2:17][NH2:18])[CH2:14][C@@H:13]2[C@H:9]1[CH:10]=[C:11]([CH2:15][CH3:16])[CH2:12]2)([CH3:3])([CH3:2])[CH3:4], predict the reactants needed to synthesize it. The reactants are: [C:1]([O:5][C:6](=[O:19])[CH2:7][C:8]1([CH2:17][NH2:18])[CH2:14][CH:13]2[CH:9]1[CH:10]=[C:11]([CH2:15][CH3:16])[CH2:12]2)([CH3:4])([CH3:3])[CH3:2].O.[C:21]1([CH3:31])[CH:26]=[CH:25][C:24]([S:27]([OH:30])(=[O:29])=[O:28])=[CH:23][CH:22]=1. (7) Given the product [Cl:1][C:2]1[N:3]=[C:4]([Cl:11])[C:5]([CH:9]=[O:10])=[C:6]([NH:23][CH:20]2[CH2:21][CH2:22][O:17][CH2:18][CH2:19]2)[N:7]=1, predict the reactants needed to synthesize it. The reactants are: [Cl:1][C:2]1[N:7]=[C:6](Cl)[C:5]([CH:9]=[O:10])=[C:4]([Cl:11])[N:3]=1.C([O-])(O)=O.[Na+].[O:17]1[CH2:22][CH2:21][CH:20]([NH2:23])[CH2:19][CH2:18]1. (8) Given the product [OH:8][C:9]1[CH:18]=[C:17]2[C:12]([C:13]([CH3:21])=[C:14]([CH:19]=[O:20])[CH2:15][O:16]2)=[CH:11][CH:10]=1, predict the reactants needed to synthesize it. The reactants are: C([O:8][C:9]1[CH:18]=[C:17]2[C:12]([C:13]([CH3:21])=[C:14]([CH:19]=[O:20])[CH2:15][O:16]2)=[CH:11][CH:10]=1)C1C=CC=CC=1.CC1C=C(C)C(C)=C(C)C=1C.C(O)(C(F)(F)F)=O.C([O-])(O)=O.[Na+]. (9) Given the product [NH2:10][C:11]1[CH:16]=[CH:15][C:14]([N:17]2[CH2:21][CH:20]([CH2:22][NH:23][C:24](=[O:25])[O:26][CH3:27])[O:19][C:18]2=[O:28])=[CH:13][C:12]=1[F:29], predict the reactants needed to synthesize it. The reactants are: C(OC(=O)[NH:10][C:11]1[CH:16]=[CH:15][C:14]([N:17]2[CH2:21][CH:20]([CH2:22][NH:23][C:24]([O:26][CH3:27])=[O:25])[O:19][C:18]2=[O:28])=[CH:13][C:12]=1[F:29])C1C=CC=CC=1. (10) Given the product [CH3:21][O:22][C:23]1[CH:24]=[C:25]([CH:31]2[CH2:32][CH2:33][N:34]([CH2:3][C@H:2]([OH:4])[CH2:1][O:5][C:6]3[C:14]4[CH:13]=[C:12]([C:15]5[O:19][C:18]([CH3:20])=[N:17][N:16]=5)[O:11][C:10]=4[CH:9]=[CH:8][CH:7]=3)[CH2:35][CH2:36]2)[CH:26]=[CH:27][C:28]=1[O:29][CH3:30], predict the reactants needed to synthesize it. The reactants are: [CH2:1]([O:5][C:6]1[C:14]2[CH:13]=[C:12]([C:15]3[O:19][C:18]([CH3:20])=[N:17][N:16]=3)[O:11][C:10]=2[CH:9]=[CH:8][CH:7]=1)[C@H:2]1[O:4][CH2:3]1.[CH3:21][O:22][C:23]1[CH:24]=[C:25]([CH:31]2[CH2:36][CH2:35][NH:34][CH2:33][CH2:32]2)[CH:26]=[CH:27][C:28]=1[O:29][CH3:30].